This data is from Experimentally validated miRNA-target interactions with 360,000+ pairs, plus equal number of negative samples. The task is: Binary Classification. Given a miRNA mature sequence and a target amino acid sequence, predict their likelihood of interaction. The miRNA is hsa-miR-545-3p with sequence UCAGCAAACAUUUAUUGUGUGC. The protein sequence of the target gene is MPSVTQRLRDPDINPCLSESDASTRCLDENNYDRERCSTYFLRYKNCRRFWNSIVMQRRKNGVKPFMPTAAERDEILRAVGNMPY. Result: 0 (no interaction).